This data is from Full USPTO retrosynthesis dataset with 1.9M reactions from patents (1976-2016). The task is: Predict the reactants needed to synthesize the given product. (1) Given the product [CH3:1][C:2]1[CH:3]=[C:4]([N:9]([CH2:24][CH2:25][C:26]2[CH:31]=[CH:30][C:29]([CH3:32])=[CH:28][CH:27]=2)[C:10](=[O:11])[CH:12]([N:33]2[CH2:37][CH2:36][C@@H:35]([OH:38])[CH2:34]2)[C:13]2[CH:14]=[CH:15][CH:16]=[CH:17][CH:18]=2)[CH:5]=[CH:6][C:7]=1[CH3:8], predict the reactants needed to synthesize it. The reactants are: [CH3:1][C:2]1[CH:3]=[C:4]([N:9]([CH2:24][CH2:25][C:26]2[CH:31]=[CH:30][C:29]([CH3:32])=[CH:28][CH:27]=2)[C:10]([CH:12](OS(C)(=O)=O)[C:13]2[CH:18]=[CH:17][CH:16]=[CH:15][CH:14]=2)=[O:11])[CH:5]=[CH:6][C:7]=1[CH3:8].[NH:33]1[CH2:37][CH2:36][C@@H:35]([OH:38])[CH2:34]1. (2) Given the product [F:9][C:2]([F:1])([F:8])[C:3](=[O:5])[CH2:11][C:10]([C:13]1[CH:23]=[C:22]([O:24][CH3:25])[C:16]2[O:17][CH2:18][C:19](=[O:21])[NH:20][C:15]=2[CH:14]=1)=[O:12], predict the reactants needed to synthesize it. The reactants are: [F:1][C:2]([F:9])([F:8])[C:3]([O:5]CC)=O.[C:10]([C:13]1[CH:23]=[C:22]([O:24][CH3:25])[C:16]2[O:17][CH2:18][C:19](=[O:21])[NH:20][C:15]=2[CH:14]=1)(=[O:12])[CH3:11]. (3) Given the product [Cl:1][C:2]1[CH:3]=[C:4]([C:8]#[C:9][C:10]2[N:11]=[C:12]([CH3:22])[N:13]([C:15]3[CH:20]=[C:19]([N:25]([CH3:26])[CH3:24])[CH:18]=[N:17][CH:16]=3)[CH:14]=2)[CH:5]=[CH:6][CH:7]=1, predict the reactants needed to synthesize it. The reactants are: [Cl:1][C:2]1[CH:3]=[C:4]([C:8]#[C:9][C:10]2[N:11]=[C:12]([CH3:22])[N:13]([C:15]3[CH:16]=[N:17][CH:18]=[C:19](F)[CH:20]=3)[CH:14]=2)[CH:5]=[CH:6][CH:7]=1.Cl.[CH3:24][NH:25][CH3:26]. (4) Given the product [CH3:13][O:12][C:2]1[CH:1]=[C:10]2[C:5]([CH:6]=[CH:7][C:8]([OH:11])=[CH:9]2)=[CH:4][CH:3]=1, predict the reactants needed to synthesize it. The reactants are: [CH:1]1[C:10]2[C:5](=[CH:6][CH:7]=[C:8]([OH:11])[CH:9]=2)[CH:4]=[CH:3][C:2]=1[OH:12].[C:13]([O-])([O-])=O.[K+].[K+].IC. (5) Given the product [ClH:1].[ClH:25].[NH2:14][C:5]1[CH:4]=[C:3]([CH2:2][N:18]([CH3:19])[CH3:17])[CH:8]=[CH:7][C:6]=1[O:9][CH2:10][CH2:11][O:12][CH3:13], predict the reactants needed to synthesize it. The reactants are: [Cl:1][CH2:2][C:3]1[CH:8]=[CH:7][C:6]([O:9][CH2:10][CH2:11][O:12][CH3:13])=[C:5]([N+:14]([O-])=O)[CH:4]=1.[CH3:17][NH:18][CH3:19].C(=O)([O-])O.[Na+].[ClH:25].C(OCC)(=O)C. (6) Given the product [CH3:17][S:14]([CH2:13][CH2:12][CH2:11][CH2:10][C:5]1([C:3]([OH:4])=[O:2])[CH2:9][CH2:8][CH2:7][CH2:6]1)(=[O:15])=[O:16], predict the reactants needed to synthesize it. The reactants are: C[O:2][C:3]([C:5]1([CH2:10][CH2:11][CH2:12][CH2:13][S:14]([CH3:17])(=[O:16])=[O:15])[CH2:9][CH2:8][CH2:7][CH2:6]1)=[O:4].[OH-].[Na+]. (7) Given the product [F:40][C:34]1[C:35]([CH2:37][OH:39])=[CH:36][C:1]2[C:2]([CH3:3])=[N:4][O:5][C:32]=2[C:33]=1[F:41], predict the reactants needed to synthesize it. The reactants are: [CH3:1][C:2](=[N:4][OH:5])[CH3:3].CC(C)([O-])C.[K+].[Si](OCC1[C:32](F)=[C:33]([F:41])[C:34]([F:40])=[C:35]([C:37](=[O:39])C)[CH:36]=1)(C(C)(C)C)(C1C=CC=CC=1)C1C=CC=CC=1.